Dataset: Full USPTO retrosynthesis dataset with 1.9M reactions from patents (1976-2016). Task: Predict the reactants needed to synthesize the given product. (1) The reactants are: [CH3:1][C:2]1[C:3]([C:30]2[CH:35]=[CH:34][CH:33]=[CH:32][CH:31]=2)=[C:4]([O:14][C:15]2[CH:20]=[CH:19][C:18](/[CH:21]=[CH:22]/[C:23]([OH:25])=[O:24])=[CH:17][C:16]=2[C:26]([F:29])([F:28])[F:27])[C:5]2[C:10]([CH:11]=1)=[CH:9][C:8]([O:12]C)=[CH:7][CH:6]=2.B(Br)(Br)Br. Given the product [OH:12][C:8]1[CH:9]=[C:10]2[C:5](=[CH:6][CH:7]=1)[C:4]([O:14][C:15]1[CH:20]=[CH:19][C:18](/[CH:21]=[CH:22]/[C:23]([OH:25])=[O:24])=[CH:17][C:16]=1[C:26]([F:27])([F:28])[F:29])=[C:3]([C:30]1[CH:31]=[CH:32][CH:33]=[CH:34][CH:35]=1)[C:2]([CH3:1])=[CH:11]2, predict the reactants needed to synthesize it. (2) Given the product [F:43][C:44]1[CH:45]=[C:46]([CH:50]=[C:51]([O:53][CH3:54])[CH:52]=1)[C:47](/[N:31]=[C:14]1/[N:13]([C@H:10]2[CH2:9][CH2:8][C@@H:7]([C:5](=[O:6])[NH:4][CH:1]([CH3:2])[CH3:3])[CH2:12][CH2:11]2)[C:21]2[CH:20]=[C:19]([O:22][CH2:23][CH2:24][N:25]3[CH2:30][CH2:29][CH2:28][CH2:27][CH2:26]3)[N:18]=[CH:17][C:16]=2[NH:15]/1)=[O:49], predict the reactants needed to synthesize it. The reactants are: [CH:1]([NH:4][C:5]([C@@H:7]1[CH2:12][CH2:11][C@H:10]([N:13]2[C:21]3[CH:20]=[C:19]([O:22][CH2:23][CH2:24][N:25]4[CH2:30][CH2:29][CH2:28][CH2:27][CH2:26]4)[N:18]=[CH:17][C:16]=3[NH:15]/[C:14]/2=[N:31]\C(C2C=CC3C=CSC=3C=2)=O)[CH2:9][CH2:8]1)=[O:6])([CH3:3])[CH3:2].[F:43][C:44]1[CH:45]=[C:46]([CH:50]=[C:51]([O:53][CH3:54])[CH:52]=1)[C:47]([OH:49])=O. (3) Given the product [Cl:22][C:23]1[C:28]([NH:29][C:30](=[O:33])[CH2:31][S:19][C:14]2[N:13]([C:10]3[CH:11]=[CH:12][C:3]([N:2]([CH3:1])[CH3:21])=[C:4]4[C:9]=3[N:8]=[C:7]([CH3:20])[CH:6]=[CH:5]4)[C:17]([CH3:18])=[N:16][N:15]=2)=[CH:27][CH:26]=[CH:25][N:24]=1, predict the reactants needed to synthesize it. The reactants are: [CH3:1][N:2]([CH3:21])[C:3]1[CH:12]=[CH:11][C:10]([N:13]2[C:17]([CH3:18])=[N:16][N:15]=[C:14]2[SH:19])=[C:9]2[C:4]=1[CH:5]=[CH:6][C:7]([CH3:20])=[N:8]2.[Cl:22][C:23]1[C:28]([NH:29][C:30](=[O:33])[CH2:31]Cl)=[CH:27][CH:26]=[CH:25][N:24]=1.C(=O)([O-])[O-].[K+].[K+].O. (4) Given the product [CH3:13][O:12][C:10](=[O:11])[C:9]([NH:8][C:6]([O:5][C:2]([CH3:1])([CH3:3])[CH3:4])=[O:7])=[CH:28][C:30]1[C:31]([NH:36][C:37](=[O:42])[C:38]([CH3:40])([CH3:39])[CH3:41])=[N:32][CH:33]=[CH:34][CH:35]=1, predict the reactants needed to synthesize it. The reactants are: [CH3:1][C:2]([O:5][C:6]([NH:8][CH:9](P(OC)(OC)=O)[C:10]([O:12][CH3:13])=[O:11])=[O:7])([CH3:4])[CH3:3].CN(C)C(N(C)C)=N.[CH:28]([C:30]1[C:31]([NH:36][C:37](=[O:42])[C:38]([CH3:41])([CH3:40])[CH3:39])=[N:32][CH:33]=[CH:34][CH:35]=1)=O.O. (5) Given the product [CH:39]1([O:38][C:33]2[CH:32]=[C:31]([C@@:9]([NH:8][C:6](=[O:7])[C:5]3[CH:41]=[CH:42][C:2]([F:1])=[C:3]([C:43]([F:46])([F:45])[F:44])[CH:4]=3)([C:17]3[CH:22]=[C:21]([O:23][C:24]([F:28])([F:29])[CH:25]([F:26])[F:27])[CH:20]=[C:19]([F:30])[CH:18]=3)[CH2:10][C:11]3[CH:12]=[CH:13][CH:14]=[CH:15][CH:16]=3)[CH:36]=[CH:35][C:34]=2[F:37])[CH2:48][CH2:40]1, predict the reactants needed to synthesize it. The reactants are: [F:1][C:2]1[CH:42]=[CH:41][C:5]([C:6]([NH:8][C@:9]([C:31]2[CH:36]=[CH:35][C:34]([F:37])=[C:33]([O:38][CH:39]=[CH2:40])[CH:32]=2)([C:17]2[CH:22]=[C:21]([O:23][C:24]([F:29])([F:28])[CH:25]([F:27])[F:26])[CH:20]=[C:19]([F:30])[CH:18]=2)[CH2:10][C:11]2[CH:16]=[CH:15][CH:14]=[CH:13][CH:12]=2)=[O:7])=[CH:4][C:3]=1[C:43]([F:46])([F:45])[F:44].[Zn](CC)[CH2:48]C.C(I)I.